Dataset: Retrosynthesis with 50K atom-mapped reactions and 10 reaction types from USPTO. Task: Predict the reactants needed to synthesize the given product. (1) Given the product NN1CCCc2ccccc21, predict the reactants needed to synthesize it. The reactants are: O=NN1CCCc2ccccc21. (2) Given the product CC(C)Oc1cc(OCc2ccccc2)ccc1C=O, predict the reactants needed to synthesize it. The reactants are: CC(C)I.O=Cc1ccc(OCc2ccccc2)cc1O.